From a dataset of Catalyst prediction with 721,799 reactions and 888 catalyst types from USPTO. Predict which catalyst facilitates the given reaction. (1) Reactant: [CH2:1]([O:3][C:4]1[CH:5]=[C:6]([CH:15]=[CH:16][C:17]=1[O:18][CH3:19])[CH2:7][N:8]1[CH2:13][CH2:12][CH:11]([NH2:14])[CH2:10][CH2:9]1)[CH3:2].[H-].[Na+].[Cl:22][C:23]1[N:28]=[C:27]([NH:29][CH:30]([CH3:32])[CH3:31])[CH:26]=[C:25](Cl)[N:24]=1. The catalyst class is: 3. Product: [Cl:22][C:23]1[N:24]=[C:25]([NH:14][CH:11]2[CH2:10][CH2:9][N:8]([CH2:7][C:6]3[CH:15]=[CH:16][C:17]([O:18][CH3:19])=[C:4]([O:3][CH2:1][CH3:2])[CH:5]=3)[CH2:13][CH2:12]2)[CH:26]=[C:27]([NH:29][CH:30]([CH3:32])[CH3:31])[N:28]=1. (2) Reactant: [Br:1][C:2]1[C:7]([OH:8])=[CH:6][CH:5]=[CH:4][N:3]=1.[H-].[Na+].I[CH3:12].O. Product: [Br:1][C:2]1[C:7]([O:8][CH3:12])=[CH:6][CH:5]=[CH:4][N:3]=1. The catalyst class is: 3. (3) Product: [C:1]1([CH:7]2[O:18][C:8]2([C:12]2[CH:17]=[CH:16][N:15]=[CH:14][CH:13]=2)[C:9](=[O:11])[CH3:10])[CH:6]=[CH:5][CH:4]=[CH:3][CH:2]=1. Reactant: [C:1]1([CH:7]=[C:8]([C:12]2[CH:17]=[CH:16][N:15]=[CH:14][CH:13]=2)[C:9](=[O:11])[CH3:10])[CH:6]=[CH:5][CH:4]=[CH:3][CH:2]=1.[OH:18]O.[OH-].[Na+]. The catalyst class is: 5. (4) Reactant: [C:1]([CH:4]([CH2:10][CH:11]([CH3:13])[CH3:12])[C:5]([O:7][CH2:8][CH3:9])=[O:6])(=[O:3])[CH3:2].[Br:14]Br. Product: [Br:14][CH2:2][C:1]([CH:4]([CH2:10][CH:11]([CH3:12])[CH3:13])[C:5]([O:7][CH2:8][CH3:9])=[O:6])=[O:3]. The catalyst class is: 22. (5) Reactant: C[O-].[Na+].[O:4]=[C:5]1[C:10]2=[N:11][CH:12]=[CH:13][CH:14]=[C:9]2[O:8][C:7]2([CH2:19][CH2:18][N:17]([C:20]([O:22][C:23]([CH3:26])([CH3:25])[CH3:24])=[O:21])[CH2:16][CH2:15]2)[CH2:6]1.[CH:27](OCC)=[O:28].O. Product: [OH:28][CH:27]=[C:6]1[C:7]2([CH2:15][CH2:16][N:17]([C:20]([O:22][C:23]([CH3:26])([CH3:25])[CH3:24])=[O:21])[CH2:18][CH2:19]2)[O:8][C:9]2[C:10](=[N:11][CH:12]=[CH:13][CH:14]=2)[C:5]1=[O:4]. The catalyst class is: 1. (6) Reactant: [CH3:1][O:2][C:3]1[CH:4]=[C:5]2[C:10](=[CH:11][CH:12]=1)[C:9](=[O:13])[NH:8][CH2:7][CH2:6]2.Br[CH2:15][CH2:16][CH2:17][O:18][Si](C(C)(C)C)(C)C.[H-].[Na+].[Cl-].[NH4+].[F-].C([N+](CCCC)(CCCC)CCCC)CCC.O1CCCC1. Product: [OH:18][CH2:17][CH2:16][CH2:15][N:8]1[CH2:7][CH2:6][C:5]2[C:10](=[CH:11][CH:12]=[C:3]([O:2][CH3:1])[CH:4]=2)[C:9]1=[O:13]. The catalyst class is: 42. (7) Reactant: C(OC(=O)C)(=O)C.[CH3:8][C:9]1(O)[CH2:14][CH2:13][CH2:12][CH2:11][CH2:10]1.OS(O)(=O)=O.[Br:21][C:22]1[CH:27]=[CH:26][C:25]([OH:28])=[CH:24][CH:23]=1. Product: [Br:21][C:22]1[CH:27]=[CH:26][C:25]([OH:28])=[C:24]([C:9]2([CH3:8])[CH2:14][CH2:13][CH2:12][CH2:11][CH2:10]2)[CH:23]=1. The catalyst class is: 194. (8) Reactant: [O:1]1[CH:5]=[CH:4][CH:3]=[C:2]1[C:6]1[O:10][C:9]([SH:11])=[N:8][N:7]=1.Cl[C:13]1[CH:18]=[N:17][CH:16]=[CH:15][N:14]=1.C(N(C(C)C)C(C)C)C. Product: [O:1]1[CH:5]=[CH:4][CH:3]=[C:2]1[C:6]1[O:10][C:9]([S:11][C:13]2[CH:18]=[N:17][CH:16]=[CH:15][N:14]=2)=[N:8][N:7]=1. The catalyst class is: 12. (9) Reactant: [CH:1]([CH:3]=O)=[O:2].[CH2:5]([NH:7][N:8]=[CH:9][C:10](=[O:12])[CH3:11])[CH3:6]. Product: [CH2:5]([N:7]1[CH:11]=[C:10]([OH:12])[C:9]([C:1](=[O:2])[CH3:3])=[N:8]1)[CH3:6]. The catalyst class is: 6.